From a dataset of Reaction yield outcomes from USPTO patents with 853,638 reactions. Predict the reaction yield, written as a fraction of the theoretical maximum amount of product (1.0 means a 100% yield; for example, 0.34 means a 34% yield). (1) The reactants are [CH2:1]([C:5]1[N:6]=[C:7]([CH3:27])[NH:8][C:9](=[O:26])[C:10]=1[CH2:11][C:12]1[CH:17]=[CH:16][C:15]([C:18]2[C:19]([C:24]#[N:25])=[CH:20][CH:21]=[CH:22][CH:23]=2)=[CH:14][CH:13]=1)[CH2:2][CH2:3][CH3:4].[CH3:28][C:29]1([CH3:42])[CH2:38][CH2:37][C:36]2[C:31](=[CH:32][CH:33]=[C:34](B(O)O)[CH:35]=2)[O:30]1.[N:43]1C=CC=CC=1.C(N(CC)CC)C.[C:56]([O:59]CC)(=[O:58])C. The catalyst is C([O-])(=O)C.[Cu+2].C([O-])(=O)C.ClCCl. The product is [CH2:1]([C:5]1[N:6]=[C:7]([CH3:27])[N:8]([C:34]2[CH:35]=[C:36]3[C:31](=[CH:32][CH:33]=2)[O:30][C:29]([CH3:42])([CH3:28])[CH2:38][CH2:37]3)[C:9](=[O:26])[C:10]=1[CH2:11][C:12]1[CH:17]=[CH:16][C:15]([C:18]2[CH:23]=[CH:22][CH:21]=[CH:20][C:19]=2[C:24]2[NH:43][C:56](=[O:58])[O:59][N:25]=2)=[CH:14][CH:13]=1)[CH2:2][CH2:3][CH3:4]. The yield is 0.800. (2) The reactants are BrC1C=CC2OCCN3C=C(I)N=C3C=2C=1.C=O.O.N1CCCC1.C[Si](N[Si](C)(C)C)(C)C.Br[C:35]1[CH:36]=[CH:37][C:38]2[O:44][CH2:43][CH2:42][N:41]3[C:45]([CH2:51][N:52]4[CH2:56][CH2:55][CH2:54][CH2:53]4)=[C:46]([C:48]([NH2:50])=[O:49])[N:47]=[C:40]3[C:39]=2[CH:57]=1.[CH3:58][C:59]([OH:63])([C:61]#[CH:62])[CH3:60]. The catalyst is C(O)(=O)C.ClCCl.CN(C)C=O.C1C=CC(P(C2C=CC=CC=2)[C-]2C=CC=C2)=CC=1.C1C=CC(P(C2C=CC=CC=2)[C-]2C=CC=C2)=CC=1.Cl[Pd]Cl.[Fe+2]. The product is [OH:63][C:59]([CH3:60])([CH3:58])[C:61]#[C:62][C:35]1[CH:36]=[CH:37][C:38]2[O:44][CH2:43][CH2:42][N:41]3[C:45]([CH2:51][N:52]4[CH2:56][CH2:55][CH2:54][CH2:53]4)=[C:46]([C:48]([NH2:50])=[O:49])[N:47]=[C:40]3[C:39]=2[CH:57]=1. The yield is 0.180. (3) The reactants are [NH2:1][C:2]1[N:7]=[CH:6][C:5]([C:8]2[O:12][N:11]=[C:10]([CH2:13][C:14]3[CH:19]=[CH:18][C:17]([OH:20])=[CH:16][CH:15]=3)[CH:9]=2)=[CH:4][CH:3]=1.O1CCCC1.[OH-].[Na+].Cl[CH2:29][C:30]1[CH:35]=[CH:34][C:33]([F:36])=[CH:32][N:31]=1. The catalyst is CN(C)C=O. The product is [F:36][C:33]1[CH:34]=[CH:35][C:30]([CH2:29][O:20][C:17]2[CH:18]=[CH:19][C:14]([CH2:13][C:10]3[CH:9]=[C:8]([C:5]4[CH:4]=[CH:3][C:2]([NH2:1])=[N:7][CH:6]=4)[O:12][N:11]=3)=[CH:15][CH:16]=2)=[N:31][CH:32]=1. The yield is 0.110. (4) The reactants are [CH2:1]([O:3][C:4]([C:6]1[CH2:7][N:8]([CH2:17][C:18]2[CH:23]=[CH:22][CH:21]=[CH:20][CH:19]=2)[CH2:9][CH2:10][C:11]=1[C:12]1[CH:16]=[CH:15][S:14][CH:13]=1)=[O:5])[CH3:2]. The catalyst is CCO.[Pd]. The product is [CH2:1]([O:3][C:4]([CH:6]1[CH:11]([C:12]2[CH:16]=[CH:15][S:14][CH:13]=2)[CH2:10][CH2:9][N:8]([CH2:17][C:18]2[CH:19]=[CH:20][CH:21]=[CH:22][CH:23]=2)[CH2:7]1)=[O:5])[CH3:2]. The yield is 0.760. (5) The reactants are [NH2:1][NH2:2].[Br:3][C:4]1[CH:13]=[CH:12][C:7]([C:8](=S)[NH:9][CH3:10])=[C:6](F)[CH:5]=1. The catalyst is CS(C)=O.C(OCC)(=O)C.O. The product is [Br:3][C:4]1[CH:5]=[C:6]2[C:7]([C:8]([NH:9][CH3:10])=[N:1][NH:2]2)=[CH:12][CH:13]=1. The yield is 0.540. (6) The reactants are [F:1][C:2]([F:24])([F:23])[C:3]1[CH:4]=[C:5]([C:13]2[N:17]=[CH:16][N:15](/[CH:18]=[CH:19]\[C:20](O)=[O:21])[N:14]=2)[CH:6]=[C:7]([C:9]([F:12])([F:11])[F:10])[CH:8]=1.[CH3:25][N:26]1[CH2:31][CH2:30][CH:29]([C:32]([NH:34][NH2:35])=[O:33])[CH2:28][CH2:27]1.C(P1(=O)OP(CCC)(=O)OP(CCC)(=O)O1)CC.CCN(C(C)C)C(C)C. The catalyst is CCOC(C)=O.C1COCC1. The product is [F:10][C:9]([F:12])([F:11])[C:7]1[CH:6]=[C:5]([C:13]2[N:17]=[CH:16][N:15](/[CH:18]=[CH:19]\[C:20]([NH:35][NH:34][C:32]([CH:29]3[CH2:30][CH2:31][N:26]([CH3:25])[CH2:27][CH2:28]3)=[O:33])=[O:21])[N:14]=2)[CH:4]=[C:3]([C:2]([F:23])([F:24])[F:1])[CH:8]=1. The yield is 0.0450. (7) The reactants are [Cl:1][C:2]1[C:3](Cl)=[N:4][CH:5]=[C:6]([CH:23]=1)[C:7]([NH:9][S:10]([C:13]1[CH:18]=[CH:17][CH:16]=[CH:15][C:14]=1[S:19](=[O:22])(=[O:21])[NH2:20])(=[O:12])=[O:11])=[O:8].[O:25]1[C:29]2[CH:30]=[CH:31][CH:32]=[CH:33][C:28]=2[CH:27]=[C:26]1B(O)O.C(=O)([O-])[O-].[Na+].[Na+]. The yield is 0.240. The catalyst is C1C=CC(P(C2C=CC=CC=2)[C-]2C=CC=C2)=CC=1.C1C=CC(P(C2C=CC=CC=2)[C-]2C=CC=C2)=CC=1.Cl[Pd]Cl.[Fe+2].CN(C)C=O. The product is [O:25]1[C:29]2[CH:30]=[CH:31][CH:32]=[CH:33][C:28]=2[CH:27]=[C:26]1[C:3]1[C:2]([Cl:1])=[CH:23][C:6]([C:7]([NH:9][S:10]([C:13]2[CH:18]=[CH:17][CH:16]=[CH:15][C:14]=2[S:19](=[O:22])(=[O:21])[NH2:20])(=[O:12])=[O:11])=[O:8])=[CH:5][N:4]=1.